Dataset: Forward reaction prediction with 1.9M reactions from USPTO patents (1976-2016). Task: Predict the product of the given reaction. (1) Given the reactants [C:1]1([CH3:27])[CH:6]=[CH:5][C:4]([C:7]2[N:8]=[C:9]3[CH2:23][CH2:22][CH2:21][N:20]([CH2:24][CH2:25][NH2:26])[C:10]3=[N:11][C:12]=2[C:13]2[CH:18]=[CH:17][C:16]([CH3:19])=[CH:15][CH:14]=2)=[CH:3][CH:2]=1.C(N([CH2:33][CH3:34])CC)C.C([CH:37]([CH2:41][C:42](Cl)=[O:43])[C:38](Cl)=[O:39])C.[OH2:45], predict the reaction product. The product is: [C:1]1([CH3:27])[CH:2]=[CH:3][C:4]([C:7]2[N:8]=[C:9]3[CH2:23][CH2:22][CH2:21][N:20]([CH2:24][CH2:25][NH:26][C:42](=[O:43])[CH2:41][CH2:37][C:38]([O:39][CH2:33][CH3:34])=[O:45])[C:10]3=[N:11][C:12]=2[C:13]2[CH:18]=[CH:17][C:16]([CH3:19])=[CH:15][CH:14]=2)=[CH:5][CH:6]=1. (2) Given the reactants [F:1][C:2]1[CH:3]=[C:4]([C:9]2([O:14][CH3:15])[CH2:13][CH2:12][NH:11][CH2:10]2)[CH:5]=[C:6]([F:8])[CH:7]=1.C(N(CC)CC)C.I[CH2:24][CH2:25][CH3:26].O, predict the reaction product. The product is: [F:1][C:2]1[CH:3]=[C:4]([C:9]2([O:14][CH3:15])[CH2:13][CH2:12][N:11]([CH2:24][CH2:25][CH3:26])[CH2:10]2)[CH:5]=[C:6]([F:8])[CH:7]=1. (3) Given the reactants Cl.[CH3:2][C:3]1([CH3:27])[CH2:12][CH2:11][C:10]([CH3:14])([CH3:13])[C:9]2[CH:8]=[C:7]([C:15]3[N:16]=[C:17]([N:20]4[CH2:25][CH2:24][CH:23]([NH2:26])[CH2:22][CH2:21]4)[S:18][CH:19]=3)[CH:6]=[CH:5][C:4]1=2.C(OC([CH2:35][NH:36][C@@H:37]([CH2:41][OH:42])[C:38](O)=[O:39])=O)(C)(C)C, predict the reaction product. The product is: [OH:42][CH2:41][C@H:37]([NH:36][CH3:35])[C:38]([NH:26][CH:23]1[CH2:24][CH2:25][N:20]([C:17]2[S:18][CH:19]=[C:15]([C:7]3[CH:6]=[CH:5][C:4]4[C:3]([CH3:27])([CH3:2])[CH2:12][CH2:11][C:10]([CH3:13])([CH3:14])[C:9]=4[CH:8]=3)[N:16]=2)[CH2:21][CH2:22]1)=[O:39]. (4) Given the reactants [C:1]([O:5][C:6]([NH:8][C@H:9]1[CH2:13][CH2:12][N:11]([CH:14]([C:19]2[CH:20]=[CH:21][C:22]3[N:23]([C:25]([C:28]4[CH:37]=[CH:36][C:35]5[C:30](=[CH:31][C:32]([C:38]([OH:40])=O)=[CH:33][CH:34]=5)[N:29]=4)=[N:26][N:27]=3)[CH:24]=2)[C:15]([F:18])([F:17])[F:16])[CH2:10]1)=[O:7])([CH3:4])([CH3:3])[CH3:2].CN(C(ON1N=[N:56][C:51]2[CH:52]=CC=N[C:50]1=2)=[N+](C)C)C.F[P-](F)(F)(F)(F)F.CC(N)C.CCN(C(C)C)C(C)C, predict the reaction product. The product is: [F:18][C:15]([F:17])([F:16])[CH:14]([N:11]1[CH2:12][CH2:13][C@H:9]([NH:8][C:6](=[O:7])[O:5][C:1]([CH3:4])([CH3:3])[CH3:2])[CH2:10]1)[C:19]1[CH:20]=[CH:21][C:22]2[N:23]([C:25]([C:28]3[CH:37]=[CH:36][C:35]4[C:30](=[CH:31][C:32]([C:38](=[O:40])[NH:56][CH:51]([CH3:52])[CH3:50])=[CH:33][CH:34]=4)[N:29]=3)=[N:26][N:27]=2)[CH:24]=1. (5) Given the reactants [CH3:1][C:2]([C:4]1[CH:9]=[CH:8][C:7]([F:10])=[C:6]([Br:11])[CH:5]=1)=[O:3].[Se](=O)=[O:13], predict the reaction product. The product is: [Br:11][C:6]1[CH:5]=[C:4]([C:2](=[O:3])[CH:1]=[O:13])[CH:9]=[CH:8][C:7]=1[F:10]. (6) Given the reactants [CH2:1]([O:4][NH:5][C@@H:6]1[CH:11]=[CH:10][C@@H:9]([CH2:12][O:13][Si:14]([C:17]([CH3:20])([CH3:19])[CH3:18])([CH3:16])[CH3:15])[NH:8][CH2:7]1)[CH:2]=[CH2:3].C(N(C(C)C)C(C)C)C.[C:30](=O)(OC(Cl)(Cl)Cl)[O:31]C(Cl)(Cl)Cl, predict the reaction product. The product is: [CH2:1]([O:4][N:5]1[C:30](=[O:31])[N:8]2[CH2:7][C@H:6]1[CH:11]=[CH:10][C@H:9]2[CH2:12][O:13][Si:14]([C:17]([CH3:20])([CH3:19])[CH3:18])([CH3:15])[CH3:16])[CH:2]=[CH2:3].